Dataset: Forward reaction prediction with 1.9M reactions from USPTO patents (1976-2016). Task: Predict the product of the given reaction. (1) Given the reactants [Cl:1][C:2]1[CH:3]=[C:4]([C:9]2[NH:10][CH:11]=[C:12]([C:20]3[CH2:21][CH2:22][N:23]([CH2:26][CH2:27][C:28]4[CH:33]=[CH:32][C:31]([S:34]([CH2:37][CH2:38][O:39]C5CCCCO5)(=[O:36])=[O:35])=[CH:30][CH:29]=4)[CH2:24][CH:25]=3)[C:13]=2[C:14]2[CH:19]=[CH:18][N:17]=[CH:16][CH:15]=2)[CH:5]=[CH:6][C:7]=1[F:8].Cl.C(=O)([O-])O.[Na+], predict the reaction product. The product is: [ClH:1].[Cl:1][C:2]1[CH:3]=[C:4]([C:9]2[NH:10][CH:11]=[C:12]([C:20]3[CH2:21][CH2:22][N:23]([CH2:26][CH2:27][C:28]4[CH:33]=[CH:32][C:31]([S:34]([CH2:37][CH2:38][OH:39])(=[O:36])=[O:35])=[CH:30][CH:29]=4)[CH2:24][CH:25]=3)[C:13]=2[C:14]2[CH:19]=[CH:18][N:17]=[CH:16][CH:15]=2)[CH:5]=[CH:6][C:7]=1[F:8]. (2) The product is: [Cl:1][C:2]1[CH:3]=[N:4][CH:5]=[C:6]([Cl:24])[C:7]=1[S:8][C:9]1[S:13][C:12]([C:14]([NH:16][CH2:17][CH2:18][CH2:19][N:29]2[CH2:30][CH2:31][CH:26]([F:25])[CH2:27][CH2:28]2)=[O:15])=[CH:11][C:10]=1[N+:21]([O-:23])=[O:22]. Given the reactants [Cl:1][C:2]1[CH:3]=[N:4][CH:5]=[C:6]([Cl:24])[C:7]=1[S:8][C:9]1[S:13][C:12]([C:14]([NH:16][CH2:17][CH2:18][CH:19]=O)=[O:15])=[CH:11][C:10]=1[N+:21]([O-:23])=[O:22].[F:25][CH:26]1[CH2:31][CH2:30][NH:29][CH2:28][CH2:27]1, predict the reaction product. (3) Given the reactants [Al+3].[Cl-].[Cl-].[Cl-].[Br:5][C:6]1[CH:7]=[CH:8][C:9]([Cl:15])=[C:10]([CH:14]=1)[C:11](Cl)=[O:12].[F:16][C:17]1[CH:22]=[CH:21][C:20]([C:23]2[S:24][CH:25]=[CH:26][CH:27]=2)=[CH:19][CH:18]=1, predict the reaction product. The product is: [Br:5][C:6]1[CH:7]=[CH:8][C:9]([Cl:15])=[C:10]([C:11]([C:25]2[S:24][C:23]([C:20]3[CH:21]=[CH:22][C:17]([F:16])=[CH:18][CH:19]=3)=[CH:27][CH:26]=2)=[O:12])[CH:14]=1. (4) Given the reactants [F:1][C:2]1[CH:23]=[CH:22][CH:21]=[C:20]([F:24])[C:3]=1[CH2:4][O:5][C:6]1[C:7]2[N:8]([C:13]([C:17]([OH:19])=O)=[C:14]([CH3:16])[N:15]=2)[CH:9]=[C:10]([CH3:12])[N:11]=1.[NH2:25][O:26][CH2:27][CH2:28][OH:29].CN(C(ON1N=NC2C=CC=NC1=2)=[N+](C)C)C.F[P-](F)(F)(F)(F)F.CN1CCOCC1, predict the reaction product. The product is: [F:24][C:20]1[CH:21]=[CH:22][CH:23]=[C:2]([F:1])[C:3]=1[CH2:4][O:5][C:6]1[C:7]2[N:8]([C:13]([C:17]([NH:25][O:26][CH2:27][CH2:28][OH:29])=[O:19])=[C:14]([CH3:16])[N:15]=2)[CH:9]=[C:10]([CH3:12])[N:11]=1. (5) Given the reactants [CH3:1][O:2][C:3]([C:5]1[S:6][C:7]([C:26]2[CH2:31][CH2:30][CH2:29][CH2:28][CH:27]=2)=[CH:8][C:9]=1[N:10]([C:17]([C@H:19]1[CH2:24][CH2:23][C@H:22]([CH3:25])[CH2:21][CH2:20]1)=[O:18])[CH:11]1[CH2:16][CH2:15][NH:14][CH2:13][CH2:12]1)=[O:4].ClCCCl.[CH:36](OCC)=[O:37], predict the reaction product. The product is: [CH3:1][O:2][C:3]([C:5]1[S:6][C:7]([C:26]2[CH2:31][CH2:30][CH2:29][CH2:28][CH:27]=2)=[CH:8][C:9]=1[N:10]([CH:11]1[CH2:16][CH2:15][N:14]([CH:36]=[O:37])[CH2:13][CH2:12]1)[C:17]([C@H:19]1[CH2:24][CH2:23][C@H:22]([CH3:25])[CH2:21][CH2:20]1)=[O:18])=[O:4]. (6) Given the reactants [CH:1]1([C:4]#[C:5][CH2:6]O)[CH2:3][CH2:2]1.C1C=CC(P([N:22]=[N+:23]=[N-:24])(C2C=CC=CC=2)=O)=CC=1.C1CCN2C(=NCCC2)CC1, predict the reaction product. The product is: [CH:1]1([C:4]#[C:5][CH2:6][N:22]=[N+:23]=[N-:24])[CH2:3][CH2:2]1. (7) Given the reactants [Br:1]N1C(=O)CCC1=O.CC(N=NC(C#N)(C)C)(C#N)C.[OH:21][C:22]([CH3:45])([CH3:44])[C:23]([C:25]1[CH:30]=[CH:29][C:28]([CH2:31][C:32]2[CH:37]=[CH:36][C:35]([C:38](=[O:43])[C:39]([OH:42])([CH3:41])[CH3:40])=[CH:34][CH:33]=2)=[CH:27][CH:26]=1)=[O:24], predict the reaction product. The product is: [Br:1][CH:31]([C:28]1[CH:27]=[CH:26][C:25]([C:23](=[O:24])[C:22]([OH:21])([CH3:45])[CH3:44])=[CH:30][CH:29]=1)[C:32]1[CH:37]=[CH:36][C:35]([C:38](=[O:43])[C:39]([OH:42])([CH3:41])[CH3:40])=[CH:34][CH:33]=1. (8) Given the reactants Cl.[CH:2]1[C:15]2[C:14](=[C:16]3[CH2:21][CH2:20][N:19]([C:22](=[O:25])[CH2:23][NH2:24])[CH2:18][CH2:17]3)[C:13]3[C:8](=[CH:9][CH:10]=[CH:11][CH:12]=3)[S:7][C:6]=2[CH:5]=[CH:4][CH:3]=1.C(N(CC)CC)C.Cl[C:34]([O:36][CH2:37][CH3:38])=[O:35], predict the reaction product. The product is: [O:25]=[C:22]([N:19]1[CH2:20][CH2:21][C:16](=[C:14]2[C:13]3[CH:12]=[CH:11][CH:10]=[CH:9][C:8]=3[S:7][C:6]3[C:15]2=[CH:2][CH:3]=[CH:4][CH:5]=3)[CH2:17][CH2:18]1)[CH2:23][NH:24][C:34](=[O:35])[O:36][CH2:37][CH3:38]. (9) The product is: [CH3:37][S:38]([OH:41])(=[O:40])=[O:39].[Cl:32][C:29]1[S:28][C:27]([C:25]([NH:24][C:23]2[C:19]([C:17]([NH:16][C:13]3[CH:12]=[CH:11][C:10]([N:9]4[CH2:8][CH2:7][O:6][C:33]4=[NH:34])=[CH:15][CH:14]=3)=[O:18])=[N:20][S:21][CH:22]=2)=[O:26])=[CH:31][CH:30]=1. Given the reactants C([Si](C)(C)[O:6][CH2:7][CH2:8][N:9]([C:33]#[N:34])[C:10]1[CH:15]=[CH:14][C:13]([NH:16][C:17]([C:19]2[C:23]([NH:24][C:25]([C:27]3[S:28][C:29]([Cl:32])=[CH:30][CH:31]=3)=[O:26])=[CH:22][S:21][N:20]=2)=[O:18])=[CH:12][CH:11]=1)(C)(C)C.[CH3:37][S:38]([OH:41])(=[O:40])=[O:39], predict the reaction product.